Task: Predict which catalyst facilitates the given reaction.. Dataset: Catalyst prediction with 721,799 reactions and 888 catalyst types from USPTO (1) Reactant: [NH:1]1[C:5]([C:6]2[CH:11]=[CH:10][C:9]([NH:12][C:13]([CH:15]3[CH:19]([C:20]4[CH:25]=[CH:24][CH:23]=[C:22]([Cl:26])[C:21]=4[F:27])[C:18]([C:30]4[CH:35]=[CH:34][C:33]([Cl:36])=[CH:32][C:31]=4[F:37])([C:28]#[N:29])[CH:17]([CH2:38][C:39]([CH3:42])([CH3:41])[CH3:40])[NH:16]3)=[O:14])=[CH:8][CH:7]=2)=[N:4][N:3]=[N:2]1. Product: [NH:4]1[C:5]([C:6]2[CH:11]=[CH:10][C:9]([NH:12][C:13]([C@@H:15]3[C@@H:19]([C:20]4[CH:25]=[CH:24][CH:23]=[C:22]([Cl:26])[C:21]=4[F:27])[C@@:18]([C:30]4[CH:35]=[CH:34][C:33]([Cl:36])=[CH:32][C:31]=4[F:37])([C:28]#[N:29])[C@@H:17]([CH2:38][C:39]([CH3:42])([CH3:41])[CH3:40])[NH:16]3)=[O:14])=[CH:8][CH:7]=2)=[N:1][N:2]=[N:3]1. The catalyst class is: 5. (2) Reactant: C(O[C:6]([N:8]1[C:12]2[CH:13]=[CH:14][CH:15]=[C:16]([NH2:17])[C:11]=2[N:10]=[C:9]1[NH:18][CH2:19][CH:20]1[CH2:25][CH2:24][N:23]([CH2:26][C:27]2[C:36]3[C:31](=[CH:32][CH:33]=[CH:34][CH:35]=3)[CH:30]=[CH:29][CH:28]=2)[CH2:22][CH2:21]1)=[O:7])(C)(C)C.C(N=C=NC(C)C)(C)C.O.ON1C2C=CC=CC=2N=N1.[C:57]([NH:60][CH2:61][CH2:62]C(O)=O)(=[O:59])[CH3:58].O1CCOCC1.Cl. Product: [C:57]([NH:60][CH2:61][CH2:62][C:6]([NH:8][C:12]1[C:11]2[N:10]=[C:9]([NH:18][CH2:19][CH:20]3[CH2:21][CH2:22][N:23]([CH2:26][C:27]4[C:28]5[C:33](=[CH:32][CH:31]=[CH:30][CH:29]=5)[CH:34]=[CH:35][CH:36]=4)[CH2:24][CH2:25]3)[NH:17][C:16]=2[CH:15]=[CH:14][CH:13]=1)=[O:7])(=[O:59])[CH3:58]. The catalyst class is: 7. (3) Reactant: Br[C:2]1[CH:3]=[CH:4][C:5]([C:8]([O:10][CH2:11][C:12]2[CH:17]=[CH:16][CH:15]=[CH:14][CH:13]=2)=[O:9])=[N:6][CH:7]=1.CCN(CC)CC.[CH:25](O)([CH3:27])[CH3:26]. Product: [C:25]([C:2]1[CH:3]=[CH:4][C:5]([C:8]([O:10][CH2:11][C:12]2[CH:17]=[CH:16][CH:15]=[CH:14][CH:13]=2)=[O:9])=[N:6][CH:7]=1)([CH3:27])=[CH2:26]. The catalyst class is: 140. (4) Reactant: Br[C:2]1[CH:10]=[CH:9][C:8]([O:11][CH3:12])=[CH:7][C:3]=1[C:4]([OH:6])=[O:5].C([Li])CCC.[CH:18]1([C:21](N(OC)C)=[O:22])[CH2:20][CH2:19]1. Product: [CH:18]1([C:21]([C:2]2[CH:10]=[CH:9][C:8]([O:11][CH3:12])=[CH:7][C:3]=2[C:4]([OH:6])=[O:5])=[O:22])[CH2:20][CH2:19]1. The catalyst class is: 740. (5) Reactant: I[C:2]1[CH:10]=[CH:9][C:5]2[CH2:6][CH2:7][O:8][C:4]=2[CH:3]=1.[SH:11][C:12]1[NH:20][C:19]2[C:14](=[N:15][CH:16]=[N:17][C:18]=2[NH2:21])[N:13]=1.C([O-])([O-])=O.[Cs+].[Cs+]. Product: [O:8]1[C:4]2[CH:3]=[C:2]([S:11][C:12]3[NH:13][C:14]4[C:19]([N:20]=3)=[C:18]([NH2:21])[N:17]=[CH:16][N:15]=4)[CH:10]=[CH:9][C:5]=2[CH2:6][CH2:7]1. The catalyst class is: 151. (6) Reactant: [Cl:1][C:2]1[N:7]=[C:6]([NH:8][CH:9]([CH2:12][CH3:13])[CH2:10][CH3:11])[C:5]([N+:14]([O-])=O)=[CH:4][CH:3]=1. Product: [Cl:1][C:2]1[N:7]=[C:6]([NH:8][CH:9]([CH2:12][CH3:13])[CH2:10][CH3:11])[C:5]([NH2:14])=[CH:4][CH:3]=1. The catalyst class is: 191. (7) Product: [CH3:1][N:2]1[CH2:15][CH2:14][C:13]2[C:12]3[CH:11]=[C:10]([CH3:16])[CH:9]=[CH:8][C:7]=3[N:6]([CH2:34][C:35]([O:37][CH:38]3[CH2:42][CH2:41][CH2:40][CH2:39]3)=[O:36])[C:5]=2[CH2:4][CH2:3]1. Reactant: [CH3:1][N:2]1[CH2:15][CH2:14][C:13]2[C:12]3[CH:11]=[C:10]([CH3:16])[CH:9]=[CH:8][C:7]=3[NH:6][C:5]=2[CH2:4][CH2:3]1.N1CCC[C@H]1C(O)=O.[O-]P([O-])([O-])=O.[K+].[K+].[K+].Cl[CH2:34][C:35]([O:37][CH:38]1[CH2:42][CH2:41][CH2:40][CH2:39]1)=[O:36]. The catalyst class is: 471.